This data is from Forward reaction prediction with 1.9M reactions from USPTO patents (1976-2016). The task is: Predict the product of the given reaction. (1) Given the reactants [OH:1]S(O)(=O)=O.N[C:7]1[CH:12]=[CH:11][C:10]([S:13]([NH:16][C:17]2[S:18][C:19]([CH3:22])=[N:20][N:21]=2)(=[O:15])=[O:14])=[CH:9][CH:8]=1.N([O-])=O.[Na+], predict the reaction product. The product is: [OH:1][C:7]1[CH:12]=[CH:11][C:10]([S:13]([NH:16][C:17]2[S:18][C:19]([CH3:22])=[N:20][N:21]=2)(=[O:15])=[O:14])=[CH:9][CH:8]=1. (2) Given the reactants COC(=O)[CH2:4][C:5]1[CH:10]=[CH:9][C:8]([O:11][CH2:12][C:13]2[CH:18]=[CH:17][CH:16]=[CH:15][C:14]=2[O:19][C:20]2[CH:25]=[CH:24][CH:23]=[CH:22][CH:21]=2)=[CH:7][CH:6]=1.C(O)(=O)CC(CC(O)=O)(C(O)=O)O.C[C:41]1([CH3:49])[O:48][C:46](=[O:47])[CH2:45][C:43](=[O:44])O1.Cl.C(N=C=NCCCN(C)C)C, predict the reaction product. The product is: [O:44]=[C:43]([CH2:4][C:5]1[CH:6]=[CH:7][C:8]([O:11][CH2:12][C:13]2[CH:18]=[CH:17][CH:16]=[CH:15][C:14]=2[O:19][C:20]2[CH:25]=[CH:24][CH:23]=[CH:22][CH:21]=2)=[CH:9][CH:10]=1)[CH2:45][C:46]([O:48][CH2:41][CH3:49])=[O:47].